The task is: Predict which catalyst facilitates the given reaction.. This data is from Catalyst prediction with 721,799 reactions and 888 catalyst types from USPTO. (1) Product: [CH3:28][O:27][C:25]([C:24]1[CH:29]=[CH:30][C:21]([CH2:20][CH2:19][CH:4]([C:5]([O:7][CH2:8][CH:9]=[CH2:10])=[O:6])[C:3]([O:12][CH2:13][CH:14]=[CH2:15])=[O:11])=[CH:22][CH:23]=1)=[O:26]. Reactant: [H-].[Na+].[C:3]([O:12][CH2:13][CH:14]=[CH2:15])(=[O:11])[CH2:4][C:5]([O:7][CH2:8][CH:9]=[CH2:10])=[O:6].[H][H].Br[CH2:19][CH2:20][C:21]1[CH:30]=[CH:29][C:24]([C:25]([O:27][CH3:28])=[O:26])=[CH:23][CH:22]=1.Cl. The catalyst class is: 38. (2) Reactant: [N:1]1[CH:6]=[CH:5][CH:4]=[C:3]([CH2:7][C:8]#[N:9])[CH:2]=1.[OH-].[NH4+].[H][H]. Product: [N:1]1[CH:6]=[CH:5][CH:4]=[C:3]([CH2:7][CH2:8][NH2:9])[CH:2]=1. The catalyst class is: 227.